Predict the reactants needed to synthesize the given product. From a dataset of Full USPTO retrosynthesis dataset with 1.9M reactions from patents (1976-2016). (1) Given the product [Br:1][C:2]1[CH:3]=[C:4]([C:5]([C:20]2[CH:25]=[CH:24][C:23]([O:26][CH3:27])=[C:22]([CH3:28])[CH:21]=2)=[O:6])[CH:11]=[C:12]([O:14][CH2:15][CH:16]2[CH2:17][CH2:18]2)[CH:13]=1, predict the reactants needed to synthesize it. The reactants are: [Br:1][C:2]1[CH:3]=[C:4]([CH:11]=[C:12]([O:14][CH2:15][CH:16]2[CH2:18][CH2:17]2)[CH:13]=1)[C:5](N(OC)C)=[O:6].Br[C:20]1[CH:25]=[CH:24][C:23]([O:26][CH3:27])=[C:22]([CH3:28])[CH:21]=1. (2) Given the product [CH3:1][C:2]1[O:6][N:5]=[C:4]([C:7]2[CH:12]=[CH:11][CH:10]=[CH:9][CH:8]=2)[C:3]=1[C:13]1[O:14][C:27]([C:25]2[CH:24]=[CH:23][CH:22]=[C:21]3[C:26]=2[N:17]=[CH:18][CH:19]=[CH:20]3)=[N:16][N:15]=1, predict the reactants needed to synthesize it. The reactants are: [CH3:1][C:2]1[O:6][N:5]=[C:4]([C:7]2[CH:12]=[CH:11][CH:10]=[CH:9][CH:8]=2)[C:3]=1[C:13]([NH:15][NH2:16])=[O:14].[N:17]1[C:26]2[C:21](=[CH:22][CH:23]=[CH:24][C:25]=2[C:27](O)=O)[CH:20]=[CH:19][CH:18]=1. (3) Given the product [F:28][C:23]1[CH:22]=[C:21]([CH:26]=[CH:25][C:24]=1[CH3:27])[C:4]([C@@H:6]1[CH2:10][CH2:9][CH2:8][N:7]1[C:11]([O:13][C:14]([CH3:15])([CH3:16])[CH3:17])=[O:12])=[O:5], predict the reactants needed to synthesize it. The reactants are: CON(C)[C:4]([C@@H:6]1[CH2:10][CH2:9][CH2:8][N:7]1[C:11]([O:13][C:14]([CH3:17])([CH3:16])[CH3:15])=[O:12])=[O:5].Br[Mg][C:21]1[CH:26]=[CH:25][C:24]([CH3:27])=[C:23]([F:28])[CH:22]=1.C([O-])(=O)CC(CC([O-])=O)(C([O-])=O)O. (4) Given the product [Cl:13][C:14]1[C:18]2[CH:19]=[CH:20][CH:21]=[CH:22][C:17]=2[S:16](=[O:23])(=[O:24])[N:15]=1, predict the reactants needed to synthesize it. The reactants are: S1(C2C(=CC=CC=2)C(=O)N1)(=O)=O.[Cl:13][C:14]1[C:18]2[CH:19]=[CH:20][CH:21]=[CH:22][C:17]=2[S:16](=[O:24])(=[O:23])[N:15]=1.P(Cl)(Cl)(Cl)(Cl)Cl. (5) Given the product [CH2:10]([N:4]1[CH:5]=[CH:6][C:7](=[O:8])[N:2]([CH3:1])[C:3]1=[O:9])[CH:11]([CH3:13])[CH3:12], predict the reactants needed to synthesize it. The reactants are: [CH3:1][N:2]1[C:7](=[O:8])[CH:6]=[CH:5][NH:4][C:3]1=[O:9].[CH2:10](I)[CH:11]([CH3:13])[CH3:12].C(=O)([O-])[O-].[Cs+].[Cs+]. (6) The reactants are: [CH2:1]([O:8][C:9]1[CH:17]=[CH:16][C:12]([C:13](O)=[O:14])=[CH:11][C:10]=1[C:18]([NH:20][C:21]1[CH:26]=[C:25]([C:27]([F:30])([F:29])[F:28])[CH:24]=[C:23]([C:31]([F:34])([F:33])[F:32])[CH:22]=1)=[O:19])[C:2]1[CH:7]=[CH:6][CH:5]=[CH:4][CH:3]=1.[CH2:35]([CH:42]1[CH2:47][CH2:46][NH:45][CH2:44][CH2:43]1)[C:36]1[CH:41]=[CH:40][CH:39]=[CH:38][CH:37]=1. Given the product [CH2:1]([O:8][C:9]1[CH:17]=[CH:16][C:12]([C:13]([N:45]2[CH2:46][CH2:47][CH:42]([CH2:35][C:36]3[CH:41]=[CH:40][CH:39]=[CH:38][CH:37]=3)[CH2:43][CH2:44]2)=[O:14])=[CH:11][C:10]=1[C:18]([NH:20][C:21]1[CH:22]=[C:23]([C:31]([F:34])([F:32])[F:33])[CH:24]=[C:25]([C:27]([F:28])([F:30])[F:29])[CH:26]=1)=[O:19])[C:2]1[CH:3]=[CH:4][CH:5]=[CH:6][CH:7]=1, predict the reactants needed to synthesize it. (7) Given the product [CH:9]1([O:8][C:4]2[CH:3]=[C:2]([B:15]([OH:16])[OH:14])[CH:7]=[CH:6][CH:5]=2)[CH2:11][CH2:10]1, predict the reactants needed to synthesize it. The reactants are: Br[C:2]1[CH:7]=[CH:6][CH:5]=[C:4]([O:8][CH:9]2[CH2:11][CH2:10]2)[CH:3]=1.CC1(C)C(C)(C)[O:16][B:15](B2OC(C)(C)C(C)(C)O2)[O:14]1.C(Cl)Cl.CS(C)=O. (8) Given the product [F:1][C:2]1[CH:3]=[C:4]([NH:18][CH2:17][CH:14]2[CH2:15][CH2:16][O:13]2)[C:5]([C:8]([O:10][CH3:11])=[O:9])=[N:6][CH:7]=1, predict the reactants needed to synthesize it. The reactants are: [F:1][C:2]1[CH:3]=[C:4](I)[C:5]([C:8]([O:10][CH3:11])=[O:9])=[N:6][CH:7]=1.[O:13]1[CH2:16][CH2:15][CH:14]1[CH2:17][NH2:18].CC1(C)C2C(=C(P(C3C=CC=CC=3)C3C=CC=CC=3)C=CC=2)OC2C(P(C3C=CC=CC=3)C3C=CC=CC=3)=CC=CC1=2.C([O-])([O-])=O.[Cs+].[Cs+].